Dataset: NCI-60 drug combinations with 297,098 pairs across 59 cell lines. Task: Regression. Given two drug SMILES strings and cell line genomic features, predict the synergy score measuring deviation from expected non-interaction effect. Drug 1: C1=CC=C(C(=C1)C(C2=CC=C(C=C2)Cl)C(Cl)Cl)Cl. Drug 2: C(CC(=O)O)C(=O)CN.Cl. Cell line: SK-MEL-5. Synergy scores: CSS=3.40, Synergy_ZIP=-4.58, Synergy_Bliss=-7.16, Synergy_Loewe=-4.68, Synergy_HSA=-4.50.